This data is from Full USPTO retrosynthesis dataset with 1.9M reactions from patents (1976-2016). The task is: Predict the reactants needed to synthesize the given product. (1) Given the product [OH:7][C:5]1[NH:4][N:3]=[C:2]([N:1]2[C:11](=[O:12])[C:10]3[C:9](=[CH:17][CH:16]=[CH:15][CH:14]=3)[C:8]2=[O:13])[CH:6]=1, predict the reactants needed to synthesize it. The reactants are: [NH2:1][C:2]1[CH:6]=[C:5]([OH:7])[NH:4][N:3]=1.[C:8]1(=O)[O:13][C:11](=[O:12])[C:10]2=[CH:14][CH:15]=[CH:16][CH:17]=[C:9]12.C(O)(=O)C. (2) Given the product [F:32][C:29]1([F:33])[CH2:28][CH2:27][CH:26]([CH:19]([C:20]2[CH:21]=[CH:22][CH:23]=[CH:24][CH:25]=2)[N:5]2[C:6]3[CH:7]=[C:8]([S:15]([CH3:18])(=[O:16])=[O:17])[CH:9]=[CH:10][C:11]=3[C:12]3[N:13]=[CH:14][C:2]([C:39]4[N:35]([CH3:34])[N:36]=[N:37][C:38]=4[CH3:53])=[CH:3][C:4]2=3)[CH2:31][CH2:30]1, predict the reactants needed to synthesize it. The reactants are: Br[C:2]1[CH:14]=[N:13][C:12]2[C:11]3[CH:10]=[CH:9][C:8]([S:15]([CH3:18])(=[O:17])=[O:16])=[CH:7][C:6]=3[N:5]([CH:19]([CH:26]3[CH2:31][CH2:30][C:29]([F:33])([F:32])[CH2:28][CH2:27]3)[C:20]3[CH:25]=[CH:24][CH:23]=[CH:22][CH:21]=3)[C:4]=2[CH:3]=1.[CH3:34][N:35]1[C:39]([Sn](CCCC)(CCCC)CCCC)=[C:38]([CH3:53])[N:37]=[N:36]1.CCN(CC)CC. (3) Given the product [Br:1][CH:2]([CH2:6][C:7]1[CH:12]=[CH:11][CH:10]=[CH:9][CH:8]=1)[C:3]([Cl:16])=[O:4], predict the reactants needed to synthesize it. The reactants are: [Br:1][CH:2]([CH2:6][C:7]1[CH:12]=[CH:11][CH:10]=[CH:9][CH:8]=1)[C:3](O)=[O:4].C(Cl)(=O)C([Cl:16])=O. (4) Given the product [I-:44].[CH3:16][O:15][C:14]1[C:13]([O:17][CH3:18])=[C:12]([O:19][CH3:20])[C:11]([O:21][CH3:22])=[C:10]([CH3:23])[C:9]=1[CH2:8][CH2:7][CH2:6][P+:30]([C:31]1[CH:32]=[CH:33][CH:34]=[CH:35][CH:36]=1)([C:37]1[CH:42]=[CH:41][CH:40]=[CH:39][CH:38]=1)[C:24]1[CH:25]=[CH:26][CH:27]=[CH:28][CH:29]=1, predict the reactants needed to synthesize it. The reactants are: CS(O[CH2:6][CH2:7][CH2:8][C:9]1[C:14]([O:15][CH3:16])=[C:13]([O:17][CH3:18])[C:12]([O:19][CH3:20])=[C:11]([O:21][CH3:22])[C:10]=1[CH3:23])(=O)=O.[C:24]1([P:30]([C:37]2[CH:42]=[CH:41][CH:40]=[CH:39][CH:38]=2)[C:31]2[CH:36]=[CH:35][CH:34]=[CH:33][CH:32]=2)[CH:29]=[CH:28][CH:27]=[CH:26][CH:25]=1.[Na+].[I-:44]. (5) Given the product [F:1][C:2]1[CH:7]=[CH:6][C:5]([O:8][C:25]2[CH:24]=[CH:29][CH:28]=[CH:27][C:26]=2[S:30]([N:33]([CH2:34][C:35]2[CH:36]=[CH:37][C:38]([O:41][CH3:42])=[CH:39][CH:40]=2)[CH2:43][C:44]2[CH:49]=[CH:48][C:47]([O:50][CH3:51])=[CH:46][CH:45]=2)(=[O:32])=[O:31])=[CH:4][C:3]=1[C:9]1[C:18]2[C:13](=[C:14]([C:19]([F:20])([F:22])[F:21])[CH:15]=[CH:16][CH:17]=2)[N:12]=[CH:11][N:10]=1, predict the reactants needed to synthesize it. The reactants are: [F:1][C:2]1[CH:7]=[CH:6][C:5]([OH:8])=[CH:4][C:3]=1[C:9]1[C:18]2[C:13](=[C:14]([C:19]([F:22])([F:21])[F:20])[CH:15]=[CH:16][CH:17]=2)[N:12]=[CH:11][N:10]=1.Br[C:24]1[CH:25]=[C:26]([S:30]([N:33]([CH2:43][C:44]2[CH:49]=[CH:48][C:47]([O:50][CH3:51])=[CH:46][CH:45]=2)[CH2:34][C:35]2[CH:40]=[CH:39][C:38]([O:41][CH3:42])=[CH:37][CH:36]=2)(=[O:32])=[O:31])[CH:27]=[CH:28][CH:29]=1.